From a dataset of Reaction yield outcomes from USPTO patents with 853,638 reactions. Predict the reaction yield, written as a fraction of the theoretical maximum amount of product (1.0 means a 100% yield; for example, 0.34 means a 34% yield). The reactants are [Br:1][C:2]1[CH:3]=[C:4]2[C:8](=[CH:9][CH:10]=1)[NH:7][C:6](=[O:11])[C:5]2=[CH:12][C:13]1[NH:17][C:16]([CH:18]([CH3:20])[CH3:19])=[C:15]([C:21](O)=[O:22])[C:14]=1[C:24]1[CH:29]=[CH:28][CH:27]=[CH:26][CH:25]=1.[N:30]1([CH2:35][CH2:36][CH2:37][NH2:38])[CH2:34][CH2:33][CH2:32][CH2:31]1. No catalyst specified. The product is [N:30]1([CH2:35][CH2:36][CH2:37][NH:38][C:21]([C:15]2[C:14]([C:24]3[CH:29]=[CH:28][CH:27]=[CH:26][CH:25]=3)=[C:13]([CH:12]=[C:5]3[C:4]4[C:8](=[CH:9][CH:10]=[C:2]([Br:1])[CH:3]=4)[NH:7][C:6]3=[O:11])[NH:17][C:16]=2[CH:18]([CH3:20])[CH3:19])=[O:22])[CH2:34][CH2:33][CH2:32][CH2:31]1. The yield is 0.660.